This data is from Catalyst prediction with 721,799 reactions and 888 catalyst types from USPTO. The task is: Predict which catalyst facilitates the given reaction. (1) The catalyst class is: 20. Reactant: [F:1][C:2]([F:31])([F:30])[C:3]([C:14]1[CH:15]=[C:16]2[C:20](=[CH:21][CH:22]=1)[N:19]([C:23]1[CH:28]=[CH:27][C:26]([F:29])=[CH:25][CH:24]=1)[N:18]=[CH:17]2)([C:5]1[C:13]2[C:8](=[CH:9][CH:10]=[CH:11][CH:12]=2)[NH:7][CH:6]=1)[OH:4].[H-].[Na+].[H][H].[CH2:36]1[O:39][C@@H:37]1[CH3:38]. Product: [F:31][C:2]([F:30])([F:1])[C:3]([C:5]1[C:13]2[C:8](=[CH:9][CH:10]=[CH:11][CH:12]=2)[N:7]([CH2:36][C@H:37]([OH:39])[CH3:38])[CH:6]=1)([C:14]1[CH:15]=[C:16]2[C:20](=[CH:21][CH:22]=1)[N:19]([C:23]1[CH:28]=[CH:27][C:26]([F:29])=[CH:25][CH:24]=1)[N:18]=[CH:17]2)[OH:4]. (2) Reactant: [F:1][C:2]1[CH:7]=[CH:6][CH:5]=[CH:4][C:3]=1[C:8]1[N:9]=[C:10]([C:23](OCC)=[O:24])[S:11][C:12]=1[C:13]1[CH:18]=[CH:17][C:16](=[O:19])[N:15]([CH:20]([CH3:22])[CH3:21])[N:14]=1.[CH:28]([NH2:31])([CH3:30])[CH3:29]. Product: [F:1][C:2]1[CH:7]=[CH:6][CH:5]=[CH:4][C:3]=1[C:8]1[N:9]=[C:10]([C:23]([NH:31][CH:28]([CH3:30])[CH3:29])=[O:24])[S:11][C:12]=1[C:13]1[CH:18]=[CH:17][C:16](=[O:19])[N:15]([CH:20]([CH3:21])[CH3:22])[N:14]=1. The catalyst class is: 7. (3) Reactant: [CH2:1]([C:3]1[C:4]([NH:11][CH:12]([CH2:15][CH3:16])[CH2:13][CH3:14])=[N:5][C:6]([CH2:9][CH3:10])=[CH:7][N:8]=1)[CH3:2].[Br:17]N1C(=O)CCC1=O. Product: [Br:17][C:7]1[N:8]=[C:3]([CH2:1][CH3:2])[C:4]([NH:11][CH:12]([CH2:15][CH3:16])[CH2:13][CH3:14])=[N:5][C:6]=1[CH2:9][CH3:10]. The catalyst class is: 2. (4) Reactant: [CH2:1]([Li])CCC.C[Si](C=[N+]=[N-])(C)C.[CH3:13][N:14]1[C:18]([CH:19]=O)=[C:17]([C:21]2[CH:26]=[CH:25][CH:24]=[CH:23][CH:22]=2)[N:16]=[CH:15]1.[Cl-].[NH4+]. The catalyst class is: 1. Product: [C:19]([C:18]1[N:14]([CH3:13])[CH:15]=[N:16][C:17]=1[C:21]1[CH:26]=[CH:25][CH:24]=[CH:23][CH:22]=1)#[CH:1]. (5) Reactant: Br[C:2]1[S:6][N:5]=[CH:4][C:3]=1[N+:7]([O-:9])=[O:8].[F:10][C:11]([F:27])([F:26])[C@H:12]1[CH2:17][NH:16][CH2:15][C@@H:14]([NH:18][C:19](=[O:25])[O:20][C:21]([CH3:24])([CH3:23])[CH3:22])[CH2:13]1.CCN(C(C)C)C(C)C. Product: [N+:7]([C:3]1[CH:4]=[N:5][S:6][C:2]=1[N:16]1[CH2:17][C@H:12]([C:11]([F:27])([F:26])[F:10])[CH2:13][C@H:14]([NH:18][C:19](=[O:25])[O:20][C:21]([CH3:23])([CH3:22])[CH3:24])[CH2:15]1)([O-:9])=[O:8]. The catalyst class is: 41.